Dataset: Full USPTO retrosynthesis dataset with 1.9M reactions from patents (1976-2016). Task: Predict the reactants needed to synthesize the given product. (1) Given the product [NH2:1][C@@H:2]1[CH2:7][CH2:6][CH2:5][N:4]([C:8]2[N:9]([CH2:16][C:17]3[CH:24]=[CH:23][CH:22]=[CH:21][C:18]=3[C:19]#[N:20])[C:10](=[O:15])[C:11]([C:25]#[C:26][CH3:27])=[CH:12][N:13]=2)[CH2:3]1, predict the reactants needed to synthesize it. The reactants are: [NH2:1][C@@H:2]1[CH2:7][CH2:6][CH2:5][N:4]([C:8]2[N:9]([CH2:16][C:17]3[CH:24]=[CH:23][CH:22]=[CH:21][C:18]=3[C:19]#[N:20])[C:10](=[O:15])[C:11](Br)=[CH:12][N:13]=2)[CH2:3]1.[CH2:25]([Sn](CCCC)(CCCC)C#CC)[CH2:26][CH2:27]C. (2) Given the product [CH3:23][C:20]1([C:18]2[N:26]=[N:25][C:2]3[CH2:3][CH2:4][CH2:5][CH2:6][CH2:7][CH2:8][C:1]=3[CH:17]=2)[CH2:22][CH2:21]1, predict the reactants needed to synthesize it. The reactants are: [C:1]1(=O)[CH2:8][CH2:7][CH2:6][CH2:5][CH2:4][CH2:3][C:2]1=O.COP([CH2:17][C:18]([C:20]1([CH3:23])[CH2:22][CH2:21]1)=O)(=O)OC.O.[NH2:25][NH2:26]. (3) Given the product [NH2:60][C@@:59]([C:54]1[CH:53]=[CH:52][C:51]2[C:56](=[CH:57][CH:58]=[C:49]([O:48][C@H:45]3[CH2:44][CH2:43][C@H:42]([C:38]([CH3:41])([CH3:40])[CH3:39])[CH2:47][CH2:46]3)[C:50]=2[C:66]2[CH:67]=[N:68][CH:69]=[N:70][CH:71]=2)[CH:55]=1)([CH3:65])[CH2:63][OH:62], predict the reactants needed to synthesize it. The reactants are: N[C@@](C1C=CC2C(=CC=C(O[C@H]3CC[C@H](C(C)(C)C)CC3)C=2C2C=CC(OC(F)(F)F)=CC=2)C=1)(C)CO.[C:38]([C@H:42]1[CH2:47][CH2:46][C@H:45]([O:48][C:49]2[C:50]([C:66]3[CH:67]=[N:68][CH:69]=[N:70][CH:71]=3)=[C:51]3[C:56](=[CH:57][CH:58]=2)[CH:55]=[C:54]([C@:59]2([CH3:65])[CH2:63][O:62]C(=O)[NH:60]2)[CH:53]=[CH:52]3)[CH2:44][CH2:43]1)([CH3:41])([CH3:40])[CH3:39].